From a dataset of Forward reaction prediction with 1.9M reactions from USPTO patents (1976-2016). Predict the product of the given reaction. The product is: [F:1][C:2]1[CH:3]=[C:4]([C@H:8]2[CH2:12][CH2:11][CH2:10][N:9]2[C:13]2[CH:18]=[CH:17][N:16]3[N:19]=[CH:20][C:21]([C:22]([NH2:30])=[O:23])=[C:15]3[N:14]=2)[CH:5]=[CH:6][CH:7]=1. Given the reactants [F:1][C:2]1[CH:3]=[C:4]([C@H:8]2[CH2:12][CH2:11][CH2:10][N:9]2[C:13]2[CH:18]=[CH:17][N:16]3[N:19]=[CH:20][C:21]([C:22](O)=[O:23])=[C:15]3[N:14]=2)[CH:5]=[CH:6][CH:7]=1.S(Cl)(Cl)=O.C[N:30](C1C=CC=CN=1)C, predict the reaction product.